Task: Predict the reaction yield, written as a fraction of the theoretical maximum amount of product (1.0 means a 100% yield; for example, 0.34 means a 34% yield).. Dataset: Reaction yield outcomes from USPTO patents with 853,638 reactions The product is [C:14]([O:13][C:11](=[O:12])[NH:10][CH2:9][CH2:8][C:5]1[CH:6]=[CH:7][C:2]([NH2:1])=[CH:3][CH:4]=1)([CH3:17])([CH3:16])[CH3:15]. The catalyst is CO. The yield is 0.510. The reactants are [NH2:1][C:2]1[CH:7]=[CH:6][C:5]([CH2:8][CH2:9][NH2:10])=[CH:4][CH:3]=1.[C:11](O[C:11]([O:13][C:14]([CH3:17])([CH3:16])[CH3:15])=[O:12])([O:13][C:14]([CH3:17])([CH3:16])[CH3:15])=[O:12].